Dataset: Forward reaction prediction with 1.9M reactions from USPTO patents (1976-2016). Task: Predict the product of the given reaction. The product is: [CH3:15][O:14][C:11]1[CH:12]=[CH:13][C:8]([N:5]2[CH2:4][CH2:3][N:2]([CH3:1])[CH2:7][CH2:6]2)=[CH:9][C:10]=1[NH2:16]. Given the reactants [CH3:1][N:2]1[CH2:7][CH2:6][N:5]([C:8]2[CH:13]=[CH:12][C:11]([O:14][CH3:15])=[C:10]([N+:16]([O-])=O)[CH:9]=2)[CH2:4][CH2:3]1, predict the reaction product.